Dataset: Full USPTO retrosynthesis dataset with 1.9M reactions from patents (1976-2016). Task: Predict the reactants needed to synthesize the given product. (1) Given the product [Cl:28][C:29]1[N:34]=[N:33][CH:32]=[C:31]([C:35]([N:49]2[CH2:50][CH2:51][CH2:52][CH2:53][CH:47]([C:44]3[CH:43]=[CH:42][C:41]([O:40][CH3:39])=[CH:46][CH:45]=3)[CH2:48]2)=[O:37])[CH:30]=1, predict the reactants needed to synthesize it. The reactants are: ClC1N=NC=C(C(N2CCCC(C3C=CC(C(F)(F)F)=CC=3OC)C2)=O)C=1.[Cl:28][C:29]1[N:34]=[N:33][CH:32]=[C:31]([C:35]([OH:37])=O)[CH:30]=1.Cl.[CH3:39][O:40][C:41]1[CH:46]=[CH:45][C:44]([CH:47]2[CH2:53][CH2:52][CH2:51][CH2:50][NH:49][CH2:48]2)=[CH:43][CH:42]=1. (2) Given the product [I:1][C:2]1[CH:10]=[C:9]([CH:8]=[C:4]([C:5]([N:36]([CH3:37])[CH2:35][CH2:34][CH3:39])=[O:7])[CH:3]=1)[C:11]([O:13][CH3:14])=[O:12], predict the reactants needed to synthesize it. The reactants are: [I:1][C:2]1[CH:3]=[C:4]([CH:8]=[C:9]([C:11]([O:13][CH3:14])=[O:12])[CH:10]=1)[C:5]([OH:7])=O.C(N(C(C)C)CC)(C)C.F[P-](F)(F)(F)(F)F.N1(OC(N(C)C)=[N+](C)C)[C:35]2[N:36]=[CH:37]C=[CH:39][C:34]=2N=N1.CNCCC. (3) Given the product [N:14]1([C:11]2[CH:10]=[CH:9][C:8]([NH2:5])=[CH:13][CH:12]=2)[CH2:15][CH2:16][O:17][CH2:18][CH2:19]1, predict the reactants needed to synthesize it. The reactants are: [Cl-].[NH4+].CO.[N+:5]([C:8]1[CH:13]=[CH:12][C:11]([N:14]2[CH2:19][CH2:18][O:17][CH2:16][CH2:15]2)=[CH:10][CH:9]=1)([O-])=O. (4) Given the product [Cl:1][C:2]1[C:7]([O:8][CH3:9])=[CH:6][CH:5]=[CH:4][C:3]=1[C:10]1[C:11](=[O:12])[NH:20][C:21](=[O:22])[NH:23][CH:16]=1, predict the reactants needed to synthesize it. The reactants are: [Cl:1][C:2]1[C:7]([O:8][CH3:9])=[CH:6][CH:5]=[CH:4][C:3]=1[C:10](=[CH:16]N(C)C)[C:11](OCC)=[O:12].[NH2:20][C:21]([NH2:23])=[O:22].N[C@H](C(O)=O)CC1C=C2C(C=CC=C2)=CC=1.C[Si](Cl)(C)C.[OH-].[Na+]. (5) Given the product [NH2:1][C:2]1[N:7]=[C:6]([C:8]2[O:9][CH:10]=[CH:11][CH:12]=2)[C:5]([C:13]#[N:14])=[C:4]([NH:28][CH2:27][C:26]2[CH:25]=[CH:24][C:23]([S:20]([CH3:19])(=[O:22])=[O:21])=[CH:30][CH:29]=2)[N:3]=1, predict the reactants needed to synthesize it. The reactants are: [NH2:1][C:2]1[N:7]=[C:6]([C:8]2[O:9][CH:10]=[CH:11][CH:12]=2)[C:5]([C:13]#[N:14])=[C:4](S(C)=O)[N:3]=1.Cl.[CH3:19][S:20]([C:23]1[CH:30]=[CH:29][C:26]([CH2:27][NH2:28])=[CH:25][CH:24]=1)(=[O:22])=[O:21].C1CCN2C(=NCCC2)CC1. (6) Given the product [Cl:1][C:2]1[CH:30]=[CH:29][C:5]([CH2:6][C:7]2([OH:28])[CH2:12][CH2:11][N:10]([CH2:13][CH:15]3[O:20][C:19]4[CH:21]=[CH:22][C:23]([Cl:25])=[CH:24][C:18]=4[O:17][CH2:16]3)[CH2:9][C:8]2([CH3:27])[CH3:26])=[CH:4][CH:3]=1, predict the reactants needed to synthesize it. The reactants are: [Cl:1][C:2]1[CH:30]=[CH:29][C:5]([CH2:6][C:7]2([OH:28])[CH2:12][CH2:11][N:10]([C:13]([CH:15]3[O:20][C:19]4[CH:21]=[CH:22][C:23]([Cl:25])=[CH:24][C:18]=4[O:17][CH2:16]3)=O)[CH2:9][C:8]2([CH3:27])[CH3:26])=[CH:4][CH:3]=1.